Dataset: Catalyst prediction with 721,799 reactions and 888 catalyst types from USPTO. Task: Predict which catalyst facilitates the given reaction. (1) Reactant: [OH:1][C:2]1[N:6]([C:7]2[CH:12]=[CH:11][CH:10]=[CH:9][C:8]=2[CH3:13])[N:5]=[C:4]([C:14]([O:16][CH2:17][CH3:18])=[O:15])[CH:3]=1.C1C=CC(N([S:26]([C:29]([F:32])([F:31])[F:30])(=[O:28])=[O:27])[S:26]([C:29]([F:32])([F:31])[F:30])(=[O:28])=[O:27])=CC=1.C(N(CC)CC)C.O. Product: [CH3:13][C:8]1[CH:9]=[CH:10][CH:11]=[CH:12][C:7]=1[N:6]1[C:2]([O:1][S:26]([C:29]([F:32])([F:31])[F:30])(=[O:28])=[O:27])=[CH:3][C:4]([C:14]([O:16][CH2:17][CH3:18])=[O:15])=[N:5]1. The catalyst class is: 7. (2) Reactant: C[O:2][C:3](=[O:30])[C:4]1[CH:9]=[CH:8][CH:7]=[CH:6][C:5]=1[S:10][C:11]([C:24]1[CH:29]=[CH:28][CH:27]=[CH:26][CH:25]=1)([C:18]1[CH:23]=[CH:22][CH:21]=[CH:20][CH:19]=1)[C:12]1[CH:17]=[CH:16][CH:15]=[CH:14][CH:13]=1.[Li+].[OH-]. Product: [C:11]([S:10][C:5]1[CH:6]=[CH:7][CH:8]=[CH:9][C:4]=1[C:3]([OH:30])=[O:2])([C:18]1[CH:23]=[CH:22][CH:21]=[CH:20][CH:19]=1)([C:24]1[CH:29]=[CH:28][CH:27]=[CH:26][CH:25]=1)[C:12]1[CH:17]=[CH:16][CH:15]=[CH:14][CH:13]=1. The catalyst class is: 200. (3) Reactant: [F:1][C:2]1[CH:7]=[N:6][C:5]2[N:8]([S:11]([C:14]3[CH:20]=[CH:19][C:17]([CH3:18])=[CH:16][CH:15]=3)(=[O:13])=[O:12])[CH:9]=[CH:10][C:4]=2[C:3]=1[OH:21].CI.[C:24]([O-])([O-])=O.[K+].[K+]. Product: [F:1][C:2]1[C:3]([O:21][CH3:24])=[C:4]2[CH:10]=[CH:9][N:8]([S:11]([C:14]3[CH:20]=[CH:19][C:17]([CH3:18])=[CH:16][CH:15]=3)(=[O:13])=[O:12])[C:5]2=[N:6][CH:7]=1. The catalyst class is: 303. (4) Reactant: [Br:1][C:2]1[CH:3]=[C:4]([CH2:14][N:15]2[C:19]([CH3:20])=[CH:18][C:17]([C:21]([O:23]CC)=[O:22])=[N:16]2)[C:5]2[O:9][C:8]([CH:10]([CH3:12])[CH3:11])=[CH:7][C:6]=2[CH:13]=1.[OH-].[Na+]. Product: [Br:1][C:2]1[CH:3]=[C:4]([CH2:14][N:15]2[C:19]([CH3:20])=[CH:18][C:17]([C:21]([OH:23])=[O:22])=[N:16]2)[C:5]2[O:9][C:8]([CH:10]([CH3:11])[CH3:12])=[CH:7][C:6]=2[CH:13]=1. The catalyst class is: 8. (5) Reactant: [Cl:1][C:2]1[C:7]([NH2:8])=[C:6]([NH2:9])[CH:5]=[CH:4][N:3]=1.[C:10](OCC)(=O)[CH:11]=[O:12].C1(C)C=CC=CC=1. Product: [Cl:1][C:2]1[C:7]2[N:8]=[CH:10][C:11](=[O:12])[NH:9][C:6]=2[CH:5]=[CH:4][N:3]=1. The catalyst class is: 14. (6) Reactant: [OH-].[Na+].[NH2:3][C:4]([C:6]1[CH:7]=[N:8][C:9]2[C:14]([C:15]=1[NH:16][C:17]1[CH:18]=[C:19]([CH:24]=[CH:25][CH:26]=1)[C:20]([O:22]C)=[O:21])=[CH:13][C:12]([O:27][CH3:28])=[C:11]([C:29]1[C:30]([CH3:35])=[N:31][NH:32][C:33]=1[CH3:34])[CH:10]=2)=[O:5].Cl. Product: [NH2:3][C:4]([C:6]1[CH:7]=[N:8][C:9]2[C:14]([C:15]=1[NH:16][C:17]1[CH:18]=[C:19]([CH:24]=[CH:25][CH:26]=1)[C:20]([OH:22])=[O:21])=[CH:13][C:12]([O:27][CH3:28])=[C:11]([C:29]1[C:33]([CH3:34])=[N:32][NH:31][C:30]=1[CH3:35])[CH:10]=2)=[O:5]. The catalyst class is: 40. (7) Reactant: [Br:1][C:2]1[CH:3]=[CH:4][C:5]([OH:11])=[C:6]([C:8](=[O:10])[CH3:9])[CH:7]=1.[O:12]1[CH2:17][CH2:16][C:15](=O)[CH2:14][CH2:13]1.N1CCCC1. Product: [Br:1][C:2]1[CH:7]=[C:6]2[C:5](=[CH:4][CH:3]=1)[O:11][C:15]1([CH2:16][CH2:17][O:12][CH2:13][CH2:14]1)[CH2:9][C:8]2=[O:10]. The catalyst class is: 5.